Dataset: Catalyst prediction with 721,799 reactions and 888 catalyst types from USPTO. Task: Predict which catalyst facilitates the given reaction. (1) Product: [CH3:29][O:28][C:27](=[O:30])[NH:26][C@@H:17]1[CH:16]2[C:15](=[O:31])[CH2:14][C@H:13]([C:11]3[NH:12][C:8]([C:5]4[CH:4]=[N:3][C:2]([C:57]5[CH:58]=[CH:59][C:54]([C:51]6[NH:50][C:49]([C@@H:35]7[CH2:34][CH2:33][CH2:37][N:36]7[C:38](=[O:48])[C@@H:39]([NH:43][C:44]([O:45][CH3:46])=[O:47])[CH:40]([CH3:42])[CH3:41])=[N:53][CH:52]=6)=[CH:55][CH:56]=5)=[N:7][CH:6]=4)=[CH:9][N:10]=3)[CH2:25][N:23]3[C:24]2=[C:20]([CH:21]=[CH:22]3)[CH2:19][CH2:18]1. The catalyst class is: 97. Reactant: Cl[C:2]1[N:7]=[CH:6][C:5]([C:8]2[NH:12][C:11]([C@@H:13]3[CH2:25][N:23]4[C:24]5[CH:16]([C@@H:17]([NH:26][C:27](=[O:30])[O:28][CH3:29])[CH2:18][CH2:19][C:20]=5[CH:21]=[CH:22]4)[C:15](=[O:31])[CH2:14]3)=[N:10][CH:9]=2)=[CH:4][N:3]=1.F[C:33]1(F)[CH2:37][N:36]([C:38](=[O:48])[C@@H:39]([NH:43][C:44](=[O:47])[O:45][CH3:46])[CH:40]([CH3:42])[CH3:41])[C@H:35]([C:49]2[NH:50][C:51]([C:54]3[CH:59]=[CH:58][C:57](B4OC(C)(C)C(C)(C)O4)=[CH:56][CH:55]=3)=[CH:52][N:53]=2)[CH2:34]1.C(=O)(O)[O-].[Na+].C1(C)C=CC=CC=1. (2) Reactant: Cl.[CH:2]([CH:15]1[C:20](=[O:21])[CH2:19][CH2:18][NH:17][CH2:16]1)([C:9]1[CH:14]=[CH:13][CH:12]=[CH:11][CH:10]=1)[C:3]1[CH:8]=[CH:7][CH:6]=[CH:5][CH:4]=1.[OH:22][C:23]1[CH:30]=[CH:29][CH:28]=[CH:27][C:24]=1[CH2:25]O.C(N(C(C)C)CC)(C)C. Product: [CH:2]([CH:15]1[C:20](=[O:21])[CH2:19][CH2:18][N:17]([CH2:25][C:24]2[CH:27]=[CH:28][CH:29]=[CH:30][C:23]=2[OH:22])[CH2:16]1)([C:9]1[CH:14]=[CH:13][CH:12]=[CH:11][CH:10]=1)[C:3]1[CH:4]=[CH:5][CH:6]=[CH:7][CH:8]=1. The catalyst class is: 4.